From a dataset of Tyrosyl-DNA phosphodiesterase HTS with 341,365 compounds. Binary Classification. Given a drug SMILES string, predict its activity (active/inactive) in a high-throughput screening assay against a specified biological target. (1) The compound is Fc1ccc(C(=O)N\N=C\c2cc(CN3C(c4c(CC3)cc(OC)c(OC)c4)C)c(OC)cc2)cc1. The result is 0 (inactive). (2) The molecule is o1c(CNC(=O)C(/NC(=O)c2ccc(cc2)C)=C\c2occc2)ccc1. The result is 0 (inactive). (3) The drug is S(=O)(=O)(N1CCOCC1)c1c(ccc(NC(=O)COC(=O)CCC2CCCC2)c1)C. The result is 0 (inactive). (4) The drug is S(=O)(=O)(N1CCN(CC1)c1ccc(F)cc1)c1cc(ccc1)C(OCC(=O)NC)=O. The result is 0 (inactive). (5) The molecule is Clc1ccc(Sc2c(OC(=O)CC)n(nc2C)C(C)(C)C)cc1. The result is 0 (inactive). (6) The drug is S=c1n(CC2OCCC2)c(n[nH]1)c1c(F)cccc1. The result is 0 (inactive). (7) The drug is O=c1n(n(c(c1NC(=O)C(OC(=O)/C=C\c1cc(OC)ccc1)C)C)C)c1ccccc1. The result is 0 (inactive). (8) The molecule is FC(F)Oc1ccc(/C(=N\NC(=O)COc2ccc(C(C)(C)C)cc2)C)cc1. The result is 0 (inactive). (9) The compound is Clc1ccc(OC(=O)c2c3c(nc(c2)c2ccc(OC)cc2)cccc3)cc1. The result is 0 (inactive).